From a dataset of Reaction yield outcomes from USPTO patents with 853,638 reactions. Predict the reaction yield, written as a fraction of the theoretical maximum amount of product (1.0 means a 100% yield; for example, 0.34 means a 34% yield). (1) The reactants are [C:1]([O:5][C:6]([NH:8][C@@H:9]([CH2:13][CH2:14][CH2:15][C:16]([O:18][CH3:19])=[O:17])[C:10](O)=[O:11])=[O:7])([CH3:4])([CH3:3])[CH3:2].CCN(CC)CC.ClC(OCC(C)C)=O.[BH4-].[Na+]. The catalyst is C1COCC1.O. The product is [C:1]([O:5][C:6]([NH:8][C@H:9]([CH2:10][OH:11])[CH2:13][CH2:14][CH2:15][C:16]([O:18][CH3:19])=[O:17])=[O:7])([CH3:2])([CH3:4])[CH3:3]. The yield is 0.900. (2) The catalyst is CN(C=O)C. The product is [F:1][C:2]1[C:7]([CH3:8])=[CH:6][C:5]([O:9][CH2:34][C:35]([O:37][CH:38]([CH3:40])[CH3:39])=[O:36])=[C:4]([CH3:10])[C:3]=1[NH:11][CH2:12][C:13]1[CH:18]=[C:17]([C:19]2[CH:24]=[CH:23][CH:22]=[C:21]([F:25])[CH:20]=2)[CH:16]=[CH:15][C:14]=1[F:26]. The reactants are [F:1][C:2]1[C:7]([CH3:8])=[CH:6][C:5]([OH:9])=[C:4]([CH3:10])[C:3]=1[NH:11][CH2:12][C:13]1[CH:18]=[C:17]([C:19]2[CH:24]=[CH:23][CH:22]=[C:21]([F:25])[CH:20]=2)[CH:16]=[CH:15][C:14]=1[F:26].C([O-])([O-])=O.[Cs+].[Cs+].Br[CH2:34][C:35]([O:37][CH:38]([CH3:40])[CH3:39])=[O:36].O. The yield is 0.800. (3) The reactants are [Cl:1][C:2]1[C:6]([N+:7]([O-:9])=[O:8])=[CH:5][NH:4][N:3]=1.Br[C:11]([CH3:18])([CH3:17])[C:12]([O:14][CH2:15][CH3:16])=[O:13].C([O-])([O-])=O.[Cs+].[Cs+]. The catalyst is CN(C=O)C. The product is [Cl:1][C:2]1[C:6]([N+:7]([O-:9])=[O:8])=[CH:5][N:4]([C:11]([CH3:18])([CH3:17])[C:12]([O:14][CH2:15][CH3:16])=[O:13])[N:3]=1. The yield is 0.680.